From a dataset of Full USPTO retrosynthesis dataset with 1.9M reactions from patents (1976-2016). Predict the reactants needed to synthesize the given product. (1) Given the product [CH3:36][CH:35]([CH3:37])[C:34]([NH:33][C:29]1[CH:30]=[CH:31][CH:32]=[C:27]([CH:24]2[CH2:23][CH2:22][N:21]([CH2:20][CH2:19][CH2:18][NH:17][C:2]([NH:1][C:4]3[CH:9]=[CH:8][C:7]([O:10][C:11]4[CH:12]=[CH:13][CH:14]=[CH:15][CH:16]=4)=[CH:6][CH:5]=3)=[O:3])[CH2:26][CH2:25]2)[CH:28]=1)=[O:38], predict the reactants needed to synthesize it. The reactants are: [N:1]([C:4]1[CH:9]=[CH:8][C:7]([O:10][C:11]2[CH:16]=[CH:15][CH:14]=[CH:13][CH:12]=2)=[CH:6][CH:5]=1)=[C:2]=[O:3].[NH2:17][CH2:18][CH2:19][CH2:20][N:21]1[CH2:26][CH2:25][CH:24]([C:27]2[CH:28]=[C:29]([NH:33][C:34](=[O:38])[CH:35]([CH3:37])[CH3:36])[CH:30]=[CH:31][CH:32]=2)[CH2:23][CH2:22]1. (2) Given the product [C:39]([O:45][CH2:44][CH2:46][C:48]([O:49][C:30]([Br:29])([CH2:8][CH3:9])[CH3:31])=[O:50])(=[O:38])[CH:40]=[CH2:42], predict the reactants needed to synthesize it. The reactants are: CN(CCN([CH2:8][CH2:9]N(C)C)C)C.CCCCCCCCCCCCCCCC.[Br:29][CH:30](C)[C:31](OC)=O.N#N.[O:38]=[C:39]1[O:45][C@H:44]([C@H:46]([CH2:48][OH:49])O)[C:42](O)=[C:40]1O.[OH2:50].